Dataset: Full USPTO retrosynthesis dataset with 1.9M reactions from patents (1976-2016). Task: Predict the reactants needed to synthesize the given product. Given the product [F:1][C:2]1[CH:3]=[C:4]2[C:8](=[CH:9][CH:10]=1)[NH:7][CH:6]=[C:5]2[CH2:11][CH2:12][N:13]([CH2:26][CH2:27][CH3:28])[CH:14]1[CH2:23][C:22]2[C:17](=[CH:18][CH:19]=[CH:20][C:21]=2[O:24][CH3:25])[O:16][CH2:15]1, predict the reactants needed to synthesize it. The reactants are: [F:1][C:2]1[CH:3]=[C:4]2[C:8](=[CH:9][CH:10]=1)[NH:7][CH:6]=[C:5]2[CH2:11][CH2:12][NH:13][CH:14]1[CH2:23][C:22]2[C:17](=[CH:18][CH:19]=[CH:20][C:21]=2[O:24][CH3:25])[O:16][CH2:15]1.[CH:26](=O)[CH2:27][CH3:28].C(O)(=O)C.C([BH3-])#N.[Na+].